From a dataset of Reaction yield outcomes from USPTO patents with 853,638 reactions. Predict the reaction yield, written as a fraction of the theoretical maximum amount of product (1.0 means a 100% yield; for example, 0.34 means a 34% yield). The reactants are [C:1]([C:3]1[CH:8]=[C:7]([O:9][CH3:10])[C:6]([OH:11])=[CH:5][C:4]=1[N:12]=[CH:13][N:14]([CH3:16])[CH3:15])#[N:2].[C:17]([O:21][CH2:22][CH2:23][N:24]1[CH2:29][CH2:28][CH:27]([CH2:30][CH2:31]O)[CH2:26][CH2:25]1)([CH3:20])([CH3:19])[CH3:18].C1(P(C2C=CC=CC=2)C2C=CC=CC=2)C=CC=CC=1.N(C(OC(C)(C)C)=O)=NC(OC(C)(C)C)=O. The catalyst is ClCCl. The product is [C:17]([O:21][CH2:22][CH2:23][N:24]1[CH2:25][CH2:26][CH:27]([CH2:30][CH2:31][O:11][C:6]2[C:7]([O:9][CH3:10])=[CH:8][C:3]([C:1]#[N:2])=[C:4]([N:12]=[CH:13][N:14]([CH3:15])[CH3:16])[CH:5]=2)[CH2:28][CH2:29]1)([CH3:20])([CH3:19])[CH3:18]. The yield is 0.420.